Dataset: Full USPTO retrosynthesis dataset with 1.9M reactions from patents (1976-2016). Task: Predict the reactants needed to synthesize the given product. Given the product [CH2:1]([NH:9][C:10]1[C:11]2[CH:18]=[C:17]([CH2:19][OH:20])[S:16][C:12]=2[N:13]=[CH:14][N:15]=1)[CH2:2][C:3]1[CH:4]=[CH:5][CH:6]=[CH:7][CH:8]=1, predict the reactants needed to synthesize it. The reactants are: [CH2:1]([NH:9][C:10]1[C:11]2[CH:18]=[C:17]([C:19](OCC)=[O:20])[S:16][C:12]=2[N:13]=[CH:14][N:15]=1)[CH2:2][C:3]1[CH:8]=[CH:7][CH:6]=[CH:5][CH:4]=1.[H-].[Al+3].[Li+].[H-].[H-].[H-].O.[OH-].[Na+].